From a dataset of Forward reaction prediction with 1.9M reactions from USPTO patents (1976-2016). Predict the product of the given reaction. The product is: [Cl:45][C:32]1[CH:31]=[C:30]([CH:35]=[CH:34][C:33]=1[O:36][CH2:37][C:38]1[CH:43]=[CH:42][CH:41]=[C:40]([F:44])[CH:39]=1)[NH:29][C:24]1[C:23]([C:22]#[C:21][C:19]2[N:20]=[C:15]([CH2:14][NH:13][C:1]([NH:3][CH2:7][CH2:6][O:47][CH3:46])=[O:2])[CH:16]=[CH:17][CH:18]=2)=[CH:28][N:27]=[CH:26][N:25]=1. Given the reactants [C:1](N1C=CN=C1)([N:3]1[CH:7]=[CH:6]N=C1)=[O:2].[NH2:13][CH2:14][C:15]1[N:20]=[C:19]([C:21]#[C:22][C:23]2[C:24]([NH:29][C:30]3[CH:35]=[CH:34][C:33]([O:36][CH2:37][C:38]4[CH:43]=[CH:42][CH:41]=[C:40]([F:44])[CH:39]=4)=[C:32]([Cl:45])[CH:31]=3)=[N:25][CH:26]=[N:27][CH:28]=2)[CH:18]=[CH:17][CH:16]=1.[C:46](O)(C(F)(F)F)=[O:47].CCN(C(C)C)C(C)C.COCCN, predict the reaction product.